Dataset: Experimentally validated miRNA-target interactions with 360,000+ pairs, plus equal number of negative samples. Task: Binary Classification. Given a miRNA mature sequence and a target amino acid sequence, predict their likelihood of interaction. (1) The miRNA is mmu-miR-346-3p with sequence AGGCAGGGGCUGGGCCUGCAGC. The protein sequence of the target gene is MLEMRDVYMEEDVYQLQELRQQLDQASKTCRILQYRLRKAERRSLRAAQTGQVDGELIRGLEQDVKVSKDISMRLHKELEVVEKKRARLEEENEELRQRLIETELAKQVLQTELERPREHSLKKRGTRSLGKADKKTLVQEDSADLKCQLHFAKEESALMCKKLTKLAKENDSMKEELLKYRSLYGDLDSALSAEELADAPHSRETELKVHLKLVEEEANLLSRRIVELEVENRGLRAEMDDMKDHGGGCGGPEARLAFSALGGGECGESLAELRRHLQFVEEEAELLRRSSAELEDQNK.... Result: 0 (no interaction). (2) The miRNA is hsa-miR-939-5p with sequence UGGGGAGCUGAGGCUCUGGGGGUG. The protein sequence of the target gene is MMLSQIASKQAENGERAGSPDVLRCSSQMDCKPRFDLSSKGHRKDSDKSRNRKEDDSLAEASHSKKTVKKVVVVEQNGSFQVKIPKNFICEHCFGAFRSSYHLKRHVLIHTGEKPFECDVCDMRFIQKYHLERHKRVHSGEKPYQCERCHQCFSRTDRLLRHKRMCQGCQSKTSEGQFSL. Result: 0 (no interaction). (3) The miRNA is hsa-miR-548t-5p with sequence CAAAAGUGAUCGUGGUUUUUG. The protein sequence of the target gene is MQWRALVLGLVLLRLGLHGVLWLVFGLGPSMGFYQRFPLSFGFQRLRSPDGPASPTSGPVGRPGGVSGPSWLQPPGTGAAQSPRKAPRRPGPGMCGPANWGYVLGGRGRGPDEYEKRYSGAFPPQLRAQMRDLARGMFVFGYDNYMAHAFPQDELNPIHCRGRGPDRGDPSNLNINDVLGNYSLTLVDALDTLAIMGNSSEFQKAVKLVINTVSFDKDSTVQVFEATIRVLGSLLSAHRIITDSKQPFGDMTIKDYDNELLYMAHDLAVRLLPAFENTKTGIPYPRVNLKTGVPPDTNNE.... Result: 0 (no interaction). (4) The miRNA is hsa-miR-516a-5p with sequence UUCUCGAGGAAAGAAGCACUUUC. The protein sequence of the target gene is MTQLASAVWLPTLLLLLLLFWLPGCVPLHGPSTMSGSVGESLSVSCRYEEKFKTKDKYWCRVSLKILCKDIVKTSSSEEARSGRVTIRDHPDNLTFTVTYESLTLEDADTYMCAVDISLFDGSLGFDKYFKIELSVVPSEDPVSSPGPTLETPVVSTSLPTKGPALGSNTEGHREHDYSQGLRLPALLSVLALLLFLLVGTSLLAWRMFQKRLVKADRHPELSQNLRQASEQNECQYVNLQLHTWSLREEPVLPSQVEVVEYSTLALPQEELHYSSVAFNSQRQDSHANGDSLHQPQDQK.... Result: 0 (no interaction). (5) The miRNA is mmu-miR-24-3p with sequence UGGCUCAGUUCAGCAGGAACAG. The protein sequence of the target gene is MAADSEPESEVFEITDFTTASEWERFISKVEEVLNDWKLIGPSLGKPLEKGIFTSGTWEERSDEISFADFRFSVTHHYLVQESPDKERKDEELEDAIPQSMQDLLCMNNDFPPRAHCLVRWYGLREFVVIAPAAHSDAVLSESKCNLLLSSISIALGNTGCQVPLFVQIHHKWRRMYMGECQGPGVRTDFEMVHLRKVPSQYTHLSGLLDIFKSKIGCPLTPLPPVSIAIRLTYVLQDWQQYFWPQQPPDIDALVGGEVGGLEFGKLPFGACEDPISELHLATTWPHLTEGIIVDNDVYS.... Result: 1 (interaction).